Dataset: Reaction yield outcomes from USPTO patents with 853,638 reactions. Task: Predict the reaction yield, written as a fraction of the theoretical maximum amount of product (1.0 means a 100% yield; for example, 0.34 means a 34% yield). (1) The reactants are [CH3:1][O:2][C:3]1[CH:4]=[C:5]([OH:12])[CH:6]=[CH:7][C:8]=1[N+:9]([O-:11])=[O:10].C([O-])([O-])=O.[K+].[K+].Br[CH2:20][CH2:21][O:22][Si:23]([C:26]([CH3:29])([CH3:28])[CH3:27])([CH3:25])[CH3:24]. The catalyst is CN(C=O)C.O. The product is [C:26]([Si:23]([O:22][CH2:21][CH2:20][O:12][C:5]1[CH:6]=[CH:7][C:8]([N+:9]([O-:11])=[O:10])=[C:3]([O:2][CH3:1])[CH:4]=1)([CH3:25])[CH3:24])([CH3:29])([CH3:28])[CH3:27]. The yield is 0.520. (2) The reactants are [CH2:1]([S:3]([C:6]1[CH:7]=[C:8]([C:12]2[CH:20]=[CH:19][C:18]([OH:21])=[C:17]3[C:13]=2[C:14]2[CH:25]=[C:24]([CH3:26])[CH:23]=[N:22][C:15]=2[NH:16]3)[CH:9]=[CH:10][CH:11]=1)(=[O:5])=[O:4])[CH3:2].[CH3:27][N:28]([CH3:43])[CH2:29][CH2:30][CH2:31]OS(C1C=CC(C)=CC=1)(=O)=O.C(=O)([O-])[O-].[K+].[K+]. The catalyst is CN(C=O)C. The product is [CH2:1]([S:3]([C:6]1[CH:7]=[C:8]([C:12]2[CH:20]=[CH:19][C:18]([O:21][CH2:31][CH2:30][CH2:29][N:28]([CH3:43])[CH3:27])=[C:17]3[C:13]=2[C:14]2[CH:25]=[C:24]([CH3:26])[CH:23]=[N:22][C:15]=2[NH:16]3)[CH:9]=[CH:10][CH:11]=1)(=[O:5])=[O:4])[CH3:2]. The yield is 0.400. (3) The reactants are [C:1]([NH:4][C:5]1[CH:10]=[CH:9][CH:8]=[CH:7][CH:6]=1)(=[O:3])[CH3:2].I[C:12]1[CH:17]=[CH:16][C:15]([C:18]2[CH:23]=[CH:22][C:21]([I:24])=[CH:20][CH:19]=2)=[CH:14][CH:13]=1.C(=O)([O-])[O-].[K+].[K+].CCCCCCCCCCCC. The catalyst is [Cu]. The product is [I:24][C:21]1[CH:22]=[CH:23][C:18]([C:15]2[CH:16]=[CH:17][CH:12]=[CH:13][C:14]=2[N:4]([C:1](=[O:3])[CH3:2])[C:5]2[CH:10]=[CH:9][CH:8]=[CH:7][CH:6]=2)=[CH:19][CH:20]=1. The yield is 0.648. (4) The reactants are [NH2:1][C:2]1[N:9]=[CH:8][CH:7]=[C:6]([C:10]2[CH:15]=[CH:14][C:13]([Cl:16])=[CH:12][C:11]=2[F:17])[C:3]=1[CH:4]=[O:5].[BH4-].[Na+]. The catalyst is CO.C1COCC1. The product is [NH2:1][C:2]1[C:3]([CH2:4][OH:5])=[C:6]([C:10]2[CH:15]=[CH:14][C:13]([Cl:16])=[CH:12][C:11]=2[F:17])[CH:7]=[CH:8][N:9]=1. The yield is 0.210. (5) The reactants are C[O:2][C:3](=[O:25])[C@@H:4]([NH:14][C:15]([O:17][CH2:18][C:19]1[CH:24]=[CH:23][CH:22]=[CH:21][CH:20]=1)=[O:16])[CH2:5][C:6]1[C:11]([F:12])=[CH:10][CH:9]=[CH:8][C:7]=1[F:13].[OH-].[Na+]. The catalyst is CO. The product is [CH2:18]([O:17][C:15]([NH:14][C@@H:4]([CH2:5][C:6]1[C:7]([F:13])=[CH:8][CH:9]=[CH:10][C:11]=1[F:12])[C:3]([OH:25])=[O:2])=[O:16])[C:19]1[CH:20]=[CH:21][CH:22]=[CH:23][CH:24]=1. The yield is 0.940.